This data is from Full USPTO retrosynthesis dataset with 1.9M reactions from patents (1976-2016). The task is: Predict the reactants needed to synthesize the given product. (1) Given the product [CH2:23]([O:22][C:20](=[O:21])[C@H:19]([O:1][C:2]1[CH:17]=[CH:16][C:5]([C:6]([O:8][CH2:9][C:10]2[CH:15]=[CH:14][CH:13]=[CH:12][CH:11]=2)=[O:7])=[CH:4][CH:3]=1)[CH3:25])[CH3:24], predict the reactants needed to synthesize it. The reactants are: [OH:1][C:2]1[CH:17]=[CH:16][C:5]([C:6]([O:8][CH2:9][C:10]2[CH:15]=[CH:14][CH:13]=[CH:12][CH:11]=2)=[O:7])=[CH:4][CH:3]=1.O[C@@H:19]([CH3:25])[C:20]([O:22][CH2:23][CH3:24])=[O:21].C1(P(C2C=CC=CC=2)C2C=CC=CC=2)C=CC=CC=1.CCOC(C)=O.CCCCCCC. (2) Given the product [CH2:3]([P:8]([CH2:24][CH2:23][CH2:22][CH2:27][CH3:26])(=[O:9])[O:10][C:11]1[CH:16]=[CH:15][CH:14]=[CH:13][CH:12]=1)[CH2:4][CH2:5][CH2:6][CH3:7], predict the reactants needed to synthesize it. The reactants are: [Mg].Br[CH2:3][CH2:4][CH2:5][CH2:6][CH3:7].[P:8](Cl)(Cl)([O:10][C:11]1[CH:16]=[CH:15][CH:14]=[CH:13][CH:12]=1)=[O:9].P(Cl)(Cl)(O[C:22]1[CH:27]=[CH:26]C=[CH:24][CH:23]=1)=O.C1COCC1.[NH4+].[Cl-]. (3) Given the product [NH:22]1[C:23]2[C:28](=[CH:27][CH:26]=[CH:25][CH:24]=2)[C:20](/[CH:19]=[CH:18]/[C:13]2[CH:14]=[CH:15][CH:16]=[CH:17][C:12]=2[NH:11][C:8]2[S:9][CH:10]=[C:6]([C:4]([OH:5])=[O:3])[N:7]=2)=[N:21]1, predict the reactants needed to synthesize it. The reactants are: C([O:3][C:4]([C:6]1[N:7]=[C:8]([NH:11][C:12]2[CH:17]=[CH:16][CH:15]=[CH:14][C:13]=2/[CH:18]=[CH:19]/[C:20]2[C:28]3[C:23](=[CH:24][CH:25]=[CH:26][CH:27]=3)[NH:22][N:21]=2)[S:9][CH:10]=1)=[O:5])C.[OH-].[Na+].O. (4) Given the product [C:1]([O:5][C:6](=[O:17])[NH:7][C@@H:8]1[CH2:13][CH2:12][CH2:11][CH2:10][C@@H:9]1[NH2:14])([CH3:4])([CH3:2])[CH3:3], predict the reactants needed to synthesize it. The reactants are: [C:1]([O:5][C:6](=[O:17])[NH:7][C@@H:8]1[CH2:13][CH2:12][CH2:11][CH2:10][C@@H:9]1[N:14]=[N+]=[N-])([CH3:4])([CH3:3])[CH3:2]. (5) Given the product [Cl:23][C:20]1[CH:21]=[CH:22][C:17]([CH2:16][C:12]2[N:11]3[CH2:30][CH2:31][N:32]([CH:35]([CH3:37])[CH3:36])[C:33](=[O:34])[C:10]3=[C:9]([OH:8])[C:14](=[O:15])[N:13]=2)=[C:18]([C:24]2[CH:25]=[N:26][CH:27]=[CH:28][CH:29]=2)[CH:19]=1, predict the reactants needed to synthesize it. The reactants are: C([O:8][C:9]1[C:14](=[O:15])[N:13]=[C:12]([CH2:16][C:17]2[CH:22]=[CH:21][C:20]([Cl:23])=[CH:19][C:18]=2[C:24]2[CH:25]=[N:26][CH:27]=[CH:28][CH:29]=2)[N:11]2[CH2:30][CH2:31][N:32]([CH:35]([CH3:37])[CH3:36])[C:33](=[O:34])[C:10]=12)C1C=CC=CC=1.OS(O)(=O)=O. (6) The reactants are: [OH:1][C:2]1[CH:7]=[CH:6][C:5](/[CH:8]=[CH:9]/[C:10](=[O:41])[CH2:11][C:12](=[O:40])/[CH:13]=[CH:14]/[C:15]2[CH:20]=[CH:19][C:18]([NH:21][C:22](=[O:39])[C@H:23]([NH:31]C(OC(C)(C)C)=O)[CH2:24][C:25]3[CH:30]=[CH:29][CH:28]=[CH:27][CH:26]=3)=[CH:17][CH:16]=2)=[CH:4][CH:3]=1.C(OC(NC1C=CC(/C=C/C(=O)CC(=O)/C=C/C2C=CC(O)=CC=2)=CC=1)=O)(C)(C)C. Given the product [NH2:31][C@H:23]([CH2:24][C:25]1[CH:26]=[CH:27][CH:28]=[CH:29][CH:30]=1)[C:22]([NH:21][C:18]1[CH:19]=[CH:20][C:15](/[CH:14]=[CH:13]/[C:12](=[O:40])[CH2:11][C:10](=[O:41])/[CH:9]=[CH:8]/[C:5]2[CH:4]=[CH:3][C:2]([OH:1])=[CH:7][CH:6]=2)=[CH:16][CH:17]=1)=[O:39], predict the reactants needed to synthesize it. (7) Given the product [CH2:1]([N:8]1[CH2:28][CH2:27][C:11]2[N:12]=[C:13]([C:37]3[CH:36]=[CH:35][CH:34]=[C:33]4[C:38]=3[C:30]([CH3:29])=[CH:31][N:32]4[S:48]([C:51]3[CH:57]=[CH:56][C:54]([CH3:55])=[CH:53][CH:52]=3)(=[O:50])=[O:49])[N:14]=[C:15]([N:16]3[CH2:21][CH2:20][N:19]([C:22](=[O:24])[CH3:23])[CH2:18][C@H:17]3[CH3:25])[C:10]=2[CH2:9]1)[C:2]1[CH:7]=[CH:6][CH:5]=[CH:4][CH:3]=1, predict the reactants needed to synthesize it. The reactants are: [CH2:1]([N:8]1[CH2:28][CH2:27][C:11]2[N:12]=[C:13](Cl)[N:14]=[C:15]([N:16]3[CH2:21][CH2:20][N:19]([C:22](=[O:24])[CH3:23])[CH2:18][C@H:17]3[CH3:25])[C:10]=2[CH2:9]1)[C:2]1[CH:7]=[CH:6][CH:5]=[CH:4][CH:3]=1.[CH3:29][C:30]1[C:38]2[C:33](=[CH:34][CH:35]=[CH:36][C:37]=2B2OC(C)(C)C(C)(C)O2)[N:32]([S:48]([C:51]2[CH:57]=[CH:56][C:54]([CH3:55])=[CH:53][CH:52]=2)(=[O:50])=[O:49])[CH:31]=1.C([O-])([O-])=O.[Na+].[Na+]. (8) Given the product [Cl:11][C:4]1[CH:3]=[C:2]([NH:18][C:15]2[CH:14]=[C:13]([CH3:12])[NH:17][N:16]=2)[N:7]2[CH:8]=[CH:9][N:10]=[C:6]2[N:5]=1, predict the reactants needed to synthesize it. The reactants are: Cl[C:2]1[N:7]2[CH:8]=[CH:9][N:10]=[C:6]2[N:5]=[C:4]([Cl:11])[CH:3]=1.[CH3:12][C:13]1[NH:17][N:16]=[C:15]([NH2:18])[CH:14]=1. (9) Given the product [F:12][C:13]1[CH:14]=[C:15]([CH2:20][CH2:21][C:22]([O:24][CH2:25][CH3:26])=[O:23])[CH:16]=[CH:17][C:18]=1[O:19][CH2:27][C:4]1[C:3]([CH3:11])=[CH:8][C:7]([CH3:9])=[CH:6][C:5]=1[CH3:10], predict the reactants needed to synthesize it. The reactants are: ClC[C:3]1([CH3:11])[CH:8]=[C:7]([CH3:9])[CH:6]=[C:5]([CH3:10])[CH2:4]1.[F:12][C:13]1[CH:14]=[C:15]([CH2:20][CH2:21][C:22]([O:24][CH2:25][CH3:26])=[O:23])[CH:16]=[CH:17][C:18]=1[OH:19].[C:27](=O)([O-])[O-].[K+].[K+].O. (10) Given the product [N+:19]([C:16]1[CH:17]=[CH:18][C:13]([N:1]2[C:5]3=[N:6][CH:7]=[CH:8][CH:9]=[C:4]3[CH:3]=[N:2]2)=[CH:14][CH:15]=1)([O-:21])=[O:20], predict the reactants needed to synthesize it. The reactants are: [NH:1]1[C:5]2=[N:6][CH:7]=[CH:8][CH:9]=[C:4]2[CH:3]=[N:2]1.[H-].[Na+].F[C:13]1[CH:18]=[CH:17][C:16]([N+:19]([O-:21])=[O:20])=[CH:15][CH:14]=1.C(=O)([O-])[O-].[Cs+].[Cs+].